Dataset: NCI-60 drug combinations with 297,098 pairs across 59 cell lines. Task: Regression. Given two drug SMILES strings and cell line genomic features, predict the synergy score measuring deviation from expected non-interaction effect. Drug 1: CCC1=C2CN3C(=CC4=C(C3=O)COC(=O)C4(CC)O)C2=NC5=C1C=C(C=C5)O. Drug 2: CNC(=O)C1=NC=CC(=C1)OC2=CC=C(C=C2)NC(=O)NC3=CC(=C(C=C3)Cl)C(F)(F)F. Cell line: NCI-H522. Synergy scores: CSS=27.5, Synergy_ZIP=-6.16, Synergy_Bliss=-5.00, Synergy_Loewe=-27.8, Synergy_HSA=-1.47.